From a dataset of Forward reaction prediction with 1.9M reactions from USPTO patents (1976-2016). Predict the product of the given reaction. (1) The product is: [CH3:15][O:16][C:17]1[CH:18]=[CH:19][CH:20]=[C:21]2[C:25]=1[CH:24]([NH:26][C:8]1[CH:7]=[CH:6][C:5]3[C:10](=[CH:11][CH:12]=[CH:13][C:4]=3[NH:1][S:37]([C:32]3[C:31]4[CH:30]=[CH:29][N:28]([CH3:27])[C:36]=4[CH:35]=[CH:34][CH:33]=3)(=[O:38])=[O:39])[N:9]=1)[CH2:23][CH2:22]2. Given the reactants [N+:1]([C:4]1[CH:13]=[CH:12][CH:11]=[C:10]2[C:5]=1[CH:6]=[CH:7][C:8](Cl)=[N:9]2)([O-])=O.[CH3:15][O:16][C:17]1[CH:18]=[CH:19][CH:20]=[C:21]2[C:25]=1[CH:24]([NH2:26])[CH2:23][CH2:22]2.[CH3:27][N:28]1[C:36]2[CH:35]=[CH:34][CH:33]=[C:32]([S:37](Cl)(=[O:39])=[O:38])[C:31]=2[CH:30]=[CH:29]1, predict the reaction product. (2) Given the reactants [S:1](=[O:4])(=[O:3])=[O:2].[OH:5][OH:6], predict the reaction product. The product is: [S:1]([O:5][O:6][S:1]([OH:4])(=[O:3])=[O:2])([OH:4])(=[O:3])=[O:2]. (3) Given the reactants [CH:1]([O:4][C:5]1[CH:10]=[CH:9][C:8]([NH:11][C:12]([N:14]2[CH2:19][CH2:18][CH:17]([C:20]3[C:29]4[C:24](=[CH:25][CH:26]=[C:27](I)[CH:28]=4)[N:23]=[CH:22][N:21]=3)[CH2:16][CH2:15]2)=[O:13])=[CH:7][CH:6]=1)([CH3:3])[CH3:2].[CH2:31]([OH:34])[C:32]#[CH:33].C(NCC)C, predict the reaction product. The product is: [CH:1]([O:4][C:5]1[CH:10]=[CH:9][C:8]([NH:11][C:12]([N:14]2[CH2:19][CH2:18][CH:17]([C:20]3[C:29]4[C:24](=[CH:25][CH:26]=[C:27]([C:33]#[C:32][CH2:31][OH:34])[CH:28]=4)[N:23]=[CH:22][N:21]=3)[CH2:16][CH2:15]2)=[O:13])=[CH:7][CH:6]=1)([CH3:3])[CH3:2]. (4) Given the reactants Br[C:2]1[CH:14]=[CH:13][C:5]([C:6]([O:8][C:9]([CH3:12])([CH3:11])[CH3:10])=[O:7])=[C:4]([NH:15][C:16]2[CH:21]=[CH:20][C:19]([F:22])=[CH:18][CH:17]=2)[CH:3]=1.[CH3:23][O:24][C:25]1[CH:26]=[C:27]([CH:30]=[CH:31][C:32]=1[O:33][CH3:34])[CH:28]=[CH2:29].C(N(CCCC)CCCC)CCC.F[B-](F)(F)F.C(P(C(C)(C)C)C(C)(C)C)(C)(C)C.C(O)(=O)CC(CC(O)=O)(C(O)=O)O, predict the reaction product. The product is: [CH3:23][O:24][C:25]1[CH:26]=[C:27](/[CH:28]=[CH:29]/[C:2]2[CH:14]=[CH:13][C:5]([C:6]([O:8][C:9]([CH3:12])([CH3:11])[CH3:10])=[O:7])=[C:4]([NH:15][C:16]3[CH:21]=[CH:20][C:19]([F:22])=[CH:18][CH:17]=3)[CH:3]=2)[CH:30]=[CH:31][C:32]=1[O:33][CH3:34]. (5) Given the reactants [F:1][C:2]([F:13])([F:12])[CH2:3][CH2:4][S:5]([CH2:8][CH2:9][CH2:10]Cl)(=[O:7])=[O:6].[NH2:14][CH2:15][CH2:16][CH2:17][OH:18], predict the reaction product. The product is: [F:1][C:2]([F:13])([F:12])[CH2:3][CH2:4][S:5]([CH2:8][CH2:9][CH2:10][NH:14][CH2:15][CH2:16][CH2:17][OH:18])(=[O:7])=[O:6]. (6) The product is: [CH3:47][N:46]([O:45][CH3:44])[C:10](=[O:12])[CH2:9][CH2:8][C@H:7]([NH:13][C:14]([O:16][C:17]([CH3:20])([CH3:19])[CH3:18])=[O:15])[C:6]([O:5][C:1]([CH3:2])([CH3:3])[CH3:4])=[O:21]. Given the reactants [C:1]([O:5][C:6](=[O:21])[C@@H:7]([NH:13][C:14]([O:16][C:17]([CH3:20])([CH3:19])[CH3:18])=[O:15])[CH2:8][CH2:9][C:10]([OH:12])=O)([CH3:4])([CH3:3])[CH3:2].CCN=C=NCCCN(C)C.C1C=CC2N(O)N=NC=2C=1.Cl.[CH3:44][O:45][NH:46][CH3:47].CCN(CC)CC, predict the reaction product. (7) Given the reactants [CH3:1][C:2]1[N:7]=[CH:6][C:5]([NH2:8])=[CH:4][CH:3]=1.[F:9][C:10]([F:21])([F:20])[C:11]1[N:16]=[CH:15][C:14]([CH2:17][C:18]#N)=[CH:13][CH:12]=1.C([O:25][C:26](=O)[C@H:27]([C:29]1[CH:34]=[CH:33][CH:32]=[CH:31][CH:30]=1)[OH:28])(=O)C, predict the reaction product. The product is: [OH:28][C@@H:27]([C:29]1[CH:34]=[CH:33][CH:32]=[CH:31][CH:30]=1)[C:26]([N:8]([C:5]1[CH:6]=[N:7][C:2]([CH3:1])=[CH:3][CH:4]=1)[CH2:18][CH2:17][C:14]1[CH:15]=[N:16][C:11]([C:10]([F:21])([F:20])[F:9])=[CH:12][CH:13]=1)=[O:25].